This data is from Forward reaction prediction with 1.9M reactions from USPTO patents (1976-2016). The task is: Predict the product of the given reaction. (1) The product is: [N:12]1[C:13]2[C:8](=[C:7]([CH:5]([CH3:6])[CH:2]([NH2:1])[CH2:3][NH2:4])[CH:16]=[CH:15][CH:14]=2)[CH:9]=[CH:10][CH:11]=1. Given the reactants [NH2:1][CH:2]([CH:5]([C:7]1[CH:16]=[CH:15][CH:14]=[C:13]2[C:8]=1[CH:9]=[CH:10][CH:11]=[N:12]2)[CH3:6])[C:3]#[N:4].C(N)CN, predict the reaction product. (2) Given the reactants [OH:1][C:2]1[CH:3]=[C:4]2[C:9](=[CH:10][CH:11]=1)[CH:8]([CH2:12][C:13]([O:15][CH2:16][CH3:17])=[O:14])CC[CH2:5]2.O[C:19]1C=CC(CCC(OCC)=O)=C(C)C=1C, predict the reaction product. The product is: [OH:1][C:2]1[CH:11]=[C:10]([CH3:19])[C:9]([CH2:8][CH2:12][C:13]([O:15][CH2:16][CH3:17])=[O:14])=[C:4]([CH3:5])[CH:3]=1. (3) Given the reactants [CH2:1]([O:8][C:9]1[CH:14]=[CH:13][C:12]([CH2:15][CH:16](Cl)[C:17]([O:19][CH3:20])=[O:18])=[CH:11][CH:10]=1)[C:2]1[CH:7]=[CH:6][CH:5]=[CH:4][CH:3]=1.[O:22]=[S:23]1(=[O:33])[C:27]2[CH:28]=[CH:29][CH:30]=[CH:31][C:26]=2[C:25](=[S:32])[NH:24]1.[OH-].[Na+], predict the reaction product. The product is: [O:33]=[S:23]1(=[O:22])[C:27]2[CH:28]=[CH:29][CH:30]=[CH:31][C:26]=2[C:25]([S:32][CH:16]([CH2:15][C:12]2[CH:13]=[CH:14][C:9]([O:8][CH2:1][C:2]3[CH:7]=[CH:6][CH:5]=[CH:4][CH:3]=3)=[CH:10][CH:11]=2)[C:17]([O:19][CH3:20])=[O:18])=[N:24]1.